Predict the reactants needed to synthesize the given product. From a dataset of Full USPTO retrosynthesis dataset with 1.9M reactions from patents (1976-2016). (1) Given the product [F:19][C:20]1[CH:41]=[CH:40][C:23]([O:24][C:25]2[CH:30]=[CH:29][C:28]([C:2]3[N:7]=[C:6]([C:8]([O:10][CH3:11])=[O:9])[CH:5]=[C:4]([NH:12][C@@H:13]([CH3:18])[C:14]([O:16][CH3:17])=[O:15])[N:3]=3)=[CH:27][CH:26]=2)=[CH:22][CH:21]=1, predict the reactants needed to synthesize it. The reactants are: Cl[C:2]1[N:7]=[C:6]([C:8]([O:10][CH3:11])=[O:9])[CH:5]=[C:4]([NH:12][C@@H:13]([CH3:18])[C:14]([O:16][CH3:17])=[O:15])[N:3]=1.[F:19][C:20]1[CH:41]=[CH:40][C:23]([O:24][C:25]2[CH:30]=[CH:29][C:28](B3OC(C)(C)C(C)(C)O3)=[CH:27][CH:26]=2)=[CH:22][CH:21]=1.C([O-])([O-])=O.[Na+].[Na+]. (2) The reactants are: [O:1]1[CH2:3][CH:2]1[CH2:4][O:5][C:6]1[CH:7]=[CH:8][C:9]2[S:13][C:12]([C:14]3[CH:19]=[CH:18][CH:17]=[CH:16][CH:15]=3)=[N:11][C:10]=2[CH:20]=1.C1(C2SC3C=CC(O)=CC=3N=2)C=CC=CC=1. Given the product [O:1]1[CH2:3][CH:2]1[CH2:4][O:5][C:6]1[C:20]2[S:13][C:12]([C:14]3[CH:19]=[CH:18][CH:17]=[CH:16][CH:15]=3)=[N:11][C:10]=2[CH:9]=[CH:8][CH:7]=1, predict the reactants needed to synthesize it.